From a dataset of KCNQ2 potassium channel screen with 302,405 compounds. Binary Classification. Given a drug SMILES string, predict its activity (active/inactive) in a high-throughput screening assay against a specified biological target. (1) The molecule is Clc1ccc(c2oc(=O)c(NC(=O)c3ccc(cc3)C)c(c2)C)cc1. The result is 0 (inactive). (2) The molecule is Clc1c(NC(=S)N2CCN(CC2)c2scc(n2)c2cc(OC)ccc2)cccc1. The result is 0 (inactive). (3) The drug is O1CCN(CC1)C(=O)c1[nH]c2c(c1)cccc2. The result is 0 (inactive). (4) The molecule is O=c1[nH]c2c(cc1CN(C1CCCC1)C(CCC)c1n(nnn1)CC(OCC)=O)c(cc(c2)C)C. The result is 0 (inactive). (5) The molecule is s1c(c2nc(on2)C2CCCN(C2)C(=O)c2ccc(OCC)cc2)ccc1. The result is 0 (inactive). (6) The compound is S(CC(=O)N1CCC(CC1)C(=O)N)c1[nH]c(cc(=O)n1)C. The result is 0 (inactive).